From a dataset of Full USPTO retrosynthesis dataset with 1.9M reactions from patents (1976-2016). Predict the reactants needed to synthesize the given product. (1) Given the product [C:10]1([CH:9]=[CH:8][C:7]2[CH:6]=[CH:5][N:4]=[CH:3][C:2]=2[C:17]#[C:16][C:18]2[CH:30]=[CH:29][C:21]([C:22]([O:24][C:25]([CH3:26])([CH3:28])[CH3:27])=[O:23])=[CH:20][CH:19]=2)[CH:15]=[CH:14][CH:13]=[CH:12][CH:11]=1, predict the reactants needed to synthesize it. The reactants are: Br[C:2]1[CH:3]=[N:4][CH:5]=[CH:6][C:7]=1[CH:8]=[CH:9][C:10]1[CH:15]=[CH:14][CH:13]=[CH:12][CH:11]=1.[C:16]([C:18]1[CH:30]=[CH:29][C:21]([C:22]([O:24][C:25]([CH3:28])([CH3:27])[CH3:26])=[O:23])=[CH:20][CH:19]=1)#[CH:17].C(N(CC)CC)C. (2) Given the product [C:22]([O:21][C:19](=[O:20])[NH:18][CH:17]1[CH:12]2[CH2:13][CH2:14][CH:15]1[CH2:16][C:5]1[CH:6]=[C:7]([CH:28]=[CH:27][CH2:26][OH:33])[CH:8]=[CH:9][C:10]=1[CH2:11]2)([CH3:25])([CH3:24])[CH3:23], predict the reactants needed to synthesize it. The reactants are: COC([C:5]1[CH:16]=[CH:15][C:14]2[CH2:13][CH:12]3[CH:17]([NH:18][C:19]([O:21][C:22]([CH3:25])([CH3:24])[CH3:23])=[O:20])[CH:9]([CH2:10][CH2:11]3)[CH2:8][C:7]=2[CH:6]=1)=O.[CH2:26]([OH:33])[C:27]1C=CC=C[CH:28]=1.C(O)C=CC1C=CC=CC=1. (3) The reactants are: CC1C=CC(S(O[CH2:12][CH2:13][CH2:14][C:15]2[C:23]3[C:18](=[CH:19][CH:20]=[CH:21][CH:22]=3)[NH:17][CH:16]=2)(=O)=O)=CC=1.[CH3:24][C:25]1[CH:30]=[C:29]([CH3:31])[N:28]=[C:27]([N:32]2[CH2:37][CH2:36][NH:35][CH2:34][CH2:33]2)[N:26]=1.C(=O)([O-])[O-].[K+].[K+].[I-].[K+]. Given the product [CH3:24][C:25]1[CH:30]=[C:29]([CH3:31])[N:28]=[C:27]([N:32]2[CH2:33][CH2:34][N:35]([CH2:12][CH2:13][CH2:14][C:15]3[C:23]4[C:18](=[CH:19][CH:20]=[CH:21][CH:22]=4)[NH:17][CH:16]=3)[CH2:36][CH2:37]2)[N:26]=1, predict the reactants needed to synthesize it. (4) Given the product [Br:33][C:27]1[CH:28]=[CH:29][CH:30]=[C:31]2[C:26]=1[NH:25][C:24]([C:22]([OH:23])=[O:21])=[CH:32]2, predict the reactants needed to synthesize it. The reactants are: CN1C2C(=CC(C(F)(F)F)=CC=2)C(C)=C1C(O)=O.C([O:21][C:22]([C:24]1[NH:25][C:26]2[C:31]([CH:32]=1)=[CH:30][CH:29]=[CH:28][C:27]=2[Br:33])=[O:23])C.